Dataset: Catalyst prediction with 721,799 reactions and 888 catalyst types from USPTO. Task: Predict which catalyst facilitates the given reaction. (1) Reactant: [CH3:1][Mg]Br.[Cl:4][C:5]1[C:14]([C:15]2[N:16]([C:26]([O:28][C:29]([CH3:32])([CH3:31])[CH3:30])=[O:27])[C:17]3[C:22]([CH:23]=2)=[CH:21][C:20]([CH:24]=[O:25])=[CH:19][CH:18]=3)=[CH:13][C:12]2[C:7](=[CH:8][CH:9]=[CH:10][CH:11]=2)[N:6]=1. Product: [Cl:4][C:5]1[C:14]([C:15]2[N:16]([C:26]([O:28][C:29]([CH3:32])([CH3:31])[CH3:30])=[O:27])[C:17]3[C:22]([CH:23]=2)=[CH:21][C:20]([CH:24]([OH:25])[CH3:1])=[CH:19][CH:18]=3)=[CH:13][C:12]2[C:7](=[CH:8][CH:9]=[CH:10][CH:11]=2)[N:6]=1. The catalyst class is: 1. (2) Reactant: [Cl-].O[NH3+:3].[C:4](=[O:7])([O-])[OH:5].[Na+].CS(C)=O.[OH:13][C:14]([CH3:53])([CH3:52])[CH2:15][O:16][C@H:17]1[CH2:22][CH2:21][C@H:20]([N:23]2[C:28](=[O:29])[C:27]([CH:30]([C:32]3[CH:37]=[CH:36][C:35]([C:38]4[C:39]([C:44]#[N:45])=[CH:40][CH:41]=[CH:42][CH:43]=4)=[CH:34][CH:33]=3)[CH3:31])=[C:26]([CH2:46][CH2:47][CH3:48])[N:25]3[N:49]=[CH:50][N:51]=[C:24]23)[CH2:19][CH2:18]1. Product: [OH:13][C:14]([CH3:53])([CH3:52])[CH2:15][O:16][C@H:17]1[CH2:18][CH2:19][C@H:20]([N:23]2[C:28](=[O:29])[C:27]([CH:30]([C:32]3[CH:37]=[CH:36][C:35]([C:38]4[CH:43]=[CH:42][CH:41]=[CH:40][C:39]=4[C:44]4[NH:3][C:4](=[O:7])[O:5][N:45]=4)=[CH:34][CH:33]=3)[CH3:31])=[C:26]([CH2:46][CH2:47][CH3:48])[N:25]3[N:49]=[CH:50][N:51]=[C:24]23)[CH2:21][CH2:22]1. The catalyst class is: 13. (3) Reactant: C([N:8]1[CH2:12][CH2:11][C@:10]([NH:15][C:16](=[O:22])[O:17][C:18]([CH3:21])([CH3:20])[CH3:19])([CH2:13][OH:14])[CH2:9]1)C1C=CC=CC=1.C([O-])=O.[NH4+]. Product: [OH:14][CH2:13][C@@:10]1([NH:15][C:16](=[O:22])[O:17][C:18]([CH3:20])([CH3:19])[CH3:21])[CH2:11][CH2:12][NH:8][CH2:9]1. The catalyst class is: 43. (4) Reactant: [O:1]=[C:2]1[C:10]2[C:5](=[CH:6][CH:7]=[CH:8][CH:9]=2)[C:4](=[O:11])[N:3]1[CH2:12][CH2:13][N:14]([S:46]([CH3:49])(=[O:48])=[O:47])[C:15]1[CH:20]=[CH:19][CH:18]=[CH:17][C:16]=1[CH:21]1[CH2:26][CH2:25][N:24]([C:27](=[O:45])[C@H:28]([NH:37]C(OC(C)(C)C)=O)[CH2:29][C:30]2[CH:35]=[CH:34][C:33]([Cl:36])=[CH:32][CH:31]=2)[CH2:23][CH2:22]1.Cl. Product: [ClH:36].[NH2:37][C@H:28]([CH2:29][C:30]1[CH:31]=[CH:32][C:33]([Cl:36])=[CH:34][CH:35]=1)[C:27]([N:24]1[CH2:23][CH2:22][CH:21]([C:16]2[CH:17]=[CH:18][CH:19]=[CH:20][C:15]=2[N:14]([S:46]([CH3:49])(=[O:47])=[O:48])[CH2:13][CH2:12][N:3]2[C:4](=[O:11])[C:5]3[C:10](=[CH:9][CH:8]=[CH:7][CH:6]=3)[C:2]2=[O:1])[CH2:26][CH2:25]1)=[O:45]. The catalyst class is: 25. (5) Reactant: [CH3:1][C:2]1[N:6]=[C:5]([C:7]2[CH:8]=[CH:9][C:10]([O:15][CH2:16][CH:17]([CH3:19])[CH3:18])=[C:11]([C:13]#[N:14])[CH:12]=2)[S:4][C:3]=1[C:20]([OH:22])=[O:21].CN(C=[O:27])C. Product: [CH3:1][C:2]1[N:6]=[C:5]([C:7]2[CH:8]=[CH:9][C:10]([O:15][CH2:16][CH:17]([CH3:19])[CH3:18])=[C:11]([C:13]#[N:14])[CH:12]=2)[S:4][C:3]=1[C:20]([OH:22])=[O:21].[CH3:3][S:4]([CH3:5])=[O:27]. The catalyst class is: 16. (6) Reactant: [CH:1]12[CH2:7][CH:4]([CH2:5][CH2:6]1)[CH2:3][C:2]2=[O:8].[CH3:9][Mg]Br.C1COCC1. Product: [CH3:9][C:2]1([OH:8])[CH2:3][CH:4]2[CH2:7][CH:1]1[CH2:6][CH2:5]2. The catalyst class is: 27. (7) Reactant: [CH2:1]([O:3][C:4]1[CH:5]=[C:6]([CH:29]=[C:30]([O:33][CH2:34][CH3:35])[C:31]=1F)[CH2:7][N:8]1[CH2:13][CH2:12][CH:11]([NH:14][C:15]2[O:16][C:17]3[CH:23]=[CH:22][C:21]([O:24][CH2:25][CH2:26][CH2:27][OH:28])=[CH:20][C:18]=3[N:19]=2)[CH2:10][CH2:9]1)[CH3:2].[Cl:36]C1C(OCC)=CC(C=O)=CC=1OCC.C([BH3-])#N.[Na+].C(N(C(C)C)C(C)C)C. The catalyst class is: 212. Product: [Cl:36][C:31]1[C:4]([O:3][CH2:1][CH3:2])=[CH:5][C:6]([CH2:7][N:8]2[CH2:13][CH2:12][CH:11]([NH:14][C:15]3[O:16][C:17]4[CH:23]=[CH:22][C:21]([O:24][CH2:25][CH2:26][CH2:27][OH:28])=[CH:20][C:18]=4[N:19]=3)[CH2:10][CH2:9]2)=[CH:29][C:30]=1[O:33][CH2:34][CH3:35]. (8) Reactant: [O:1]=[C:2]1[C:11]2[C:6](=[CH:7][CH:8]=[CH:9][CH:10]=2)[N:5]=[C:4]([CH2:12][CH2:13][CH2:14][C:15]([OH:17])=O)[NH:3]1.[Br:18][C:19]1[CH:24]=[CH:23][C:22]([C:25]([CH:27]2[CH2:32][CH2:31][NH:30][CH2:29][CH2:28]2)=[O:26])=[CH:21][CH:20]=1.C(N(CC)CC)C.C(P1(=O)OP(CCC)(=O)OP(CCC)(=O)O1)CC. Product: [Br:18][C:19]1[CH:20]=[CH:21][C:22]([C:25]([CH:27]2[CH2:32][CH2:31][N:30]([C:15](=[O:17])[CH2:14][CH2:13][CH2:12][C:4]3[NH:3][C:2](=[O:1])[C:11]4[C:6](=[CH:7][CH:8]=[CH:9][CH:10]=4)[N:5]=3)[CH2:29][CH2:28]2)=[O:26])=[CH:23][CH:24]=1. The catalyst class is: 3. (9) Product: [Cl:14][C:15]1[CH:16]=[CH:17][C:18]([F:43])=[C:19]([CH:20]=1)[C:21]([CH:23]1[CH2:28][CH2:27][N:26]([C:29]2[N:30]=[C:31]3[CH2:42][CH2:41][N:40]([C:3]([N:2]([CH3:6])[CH3:1])=[O:4])[CH2:39][C:32]3=[N:33][C:34]=2[NH:35][CH:36]([CH3:38])[CH3:37])[CH2:25][CH2:24]1)=[O:22].[C:8]([OH:9])([C:10]([F:13])([F:12])[F:11])=[O:7]. The catalyst class is: 2. Reactant: [CH3:1][N:2]([CH3:6])[C:3](Cl)=[O:4].[OH:7][C:8]([C:10]([F:13])([F:12])[F:11])=[O:9].[Cl:14][C:15]1[CH:16]=[CH:17][C:18]([F:43])=[C:19]([C:21]([CH:23]2[CH2:28][CH2:27][N:26]([C:29]3[N:30]=[C:31]4[CH2:42][CH2:41][NH:40][CH2:39][C:32]4=[N:33][C:34]=3[NH:35][CH:36]([CH3:38])[CH3:37])[CH2:25][CH2:24]2)=[O:22])[CH:20]=1.C(N(CC)CC)C.